From a dataset of Full USPTO retrosynthesis dataset with 1.9M reactions from patents (1976-2016). Predict the reactants needed to synthesize the given product. (1) The reactants are: Br[C:2]1[CH:14]=[CH:13][C:5]2[S:6][C:7]([C:10](=[O:12])[CH3:11])=[C:8]([CH3:9])[C:4]=2[CH:3]=1.[C:15]1([OH:21])[CH:20]=[CH:19][CH:18]=[CH:17][CH:16]=1.[O-]P([O-])([O-])=O.[K+].[K+].[K+].C(P(C(C)(C)C)C1C=CC=CC=1C1C=CC=CC=1)(C)(C)C. Given the product [CH3:9][C:8]1[C:4]2[CH:3]=[C:2]([O:21][C:15]3[CH:20]=[CH:19][CH:18]=[CH:17][CH:16]=3)[CH:14]=[CH:13][C:5]=2[S:6][C:7]=1[C:10](=[O:12])[CH3:11], predict the reactants needed to synthesize it. (2) Given the product [CH3:29][C:26]1[CH:27]=[CH:28][C:23]([S:20]([O:19][CH2:18][C:13]2([C:14]([F:17])([F:16])[F:15])[CH2:12][O:11]2)(=[O:22])=[O:21])=[CH:24][CH:25]=1, predict the reactants needed to synthesize it. The reactants are: CC1C=CC(S([O:11][CH2:12][C:13](O)([CH2:18][O:19][S:20]([C:23]2[CH:28]=[CH:27][C:26]([CH3:29])=[CH:25][CH:24]=2)(=[O:22])=[O:21])[C:14]([F:17])([F:16])[F:15])(=O)=O)=CC=1.C(=O)([O-])[O-].